From a dataset of Forward reaction prediction with 1.9M reactions from USPTO patents (1976-2016). Predict the product of the given reaction. Given the reactants [Cl:1][C:2]1[N:6]([CH3:7])[N:5]=[C:4]([CH3:8])[C:3]=1[CH:9]=[O:10].[Cl:11]Cl, predict the reaction product. The product is: [Cl:1][C:2]1[N:6]([CH3:7])[N:5]=[C:4]([CH3:8])[C:3]=1[C:9]([Cl:11])=[O:10].